This data is from Reaction yield outcomes from USPTO patents with 853,638 reactions. The task is: Predict the reaction yield, written as a fraction of the theoretical maximum amount of product (1.0 means a 100% yield; for example, 0.34 means a 34% yield). (1) The product is [CH3:1][O:2][C:3]([C:5]1[S:6][C:7]([S:25][CH3:24])=[C:8]([S:10]([C:13]2[CH:14]=[N:15][C:16]([Br:20])=[C:17]([Cl:19])[CH:18]=2)(=[O:12])=[O:11])[CH:9]=1)=[O:4]. The yield is 0.230. No catalyst specified. The reactants are [CH3:1][O:2][C:3]([C:5]1[S:6][C:7]([N+]([O-])=O)=[C:8]([S:10]([C:13]2[CH:14]=[N:15][C:16]([Br:20])=[C:17]([Cl:19])[CH:18]=2)(=[O:12])=[O:11])[CH:9]=1)=[O:4].[CH3:24][S-:25].[Na+].C(O)(=O)C. (2) The reactants are [Br:1]N1C(=O)CCC1=O.[F:9][C:10]([F:25])([F:24])[C:11]1[N:16]=[CH:15][N:14]=[C:13]([C:17]2[CH:23]=[CH:22][CH:21]=[CH:20][C:18]=2[NH2:19])[CH:12]=1.O. The catalyst is C(O)(=O)C. The product is [Br:1][C:22]1[CH:21]=[CH:20][C:18]([NH2:19])=[C:17]([C:13]2[CH:12]=[C:11]([C:10]([F:9])([F:24])[F:25])[N:16]=[CH:15][N:14]=2)[CH:23]=1. The yield is 0.500. (3) The reactants are Cl[C:2]1[N:7]=[C:6]([C:8]#[N:9])[C:5]([N+:10]([O-:12])=[O:11])=[CH:4][CH:3]=1.[Cl:13][C:14]1[CH:15]=[C:16]([SH:21])[CH:17]=[C:18]([Cl:20])[CH:19]=1.C([O-])([O-])=O.[K+].[K+].C(OCC)(=O)C. The catalyst is C(#N)C. The product is [Cl:13][C:14]1[CH:15]=[C:16]([S:21][C:2]2[N:7]=[C:6]([C:8]#[N:9])[C:5]([N+:10]([O-:12])=[O:11])=[CH:4][CH:3]=2)[CH:17]=[C:18]([Cl:20])[CH:19]=1. The yield is 0.800.